Task: Predict the reaction yield, written as a fraction of the theoretical maximum amount of product (1.0 means a 100% yield; for example, 0.34 means a 34% yield).. Dataset: Reaction yield outcomes from USPTO patents with 853,638 reactions (1) The reactants are [CH3:1][C:2]1([CH3:16])[NH:6][C:5](=[O:7])[CH:4]([NH:8]C(=O)OC(C)(C)C)[CH2:3]1.[ClH:17].O1CCOCC1. The catalyst is C(Cl)Cl. The product is [ClH:17].[NH2:8][CH:4]1[CH2:3][C:2]([CH3:16])([CH3:1])[NH:6][C:5]1=[O:7]. The yield is 0.973. (2) The reactants are FC(F)(F)S(O[C:7]1[CH:12]=[CH:11][C:10]([C:13]2[C:22]3[CH2:21][CH2:20][C@H:19]4[C@H:23]([CH3:28])[C:24](=[O:27])[CH2:25][CH2:26][C@:18]4([C:29]4[CH:34]=[CH:33][CH:32]=[CH:31][CH:30]=4)[C:17]=3[N:16]=[C:15]([CH3:35])[N:14]=2)=[CH:9][CH:8]=1)(=O)=O.C1C2[CH2:53][C@H:52]3[N:55]([CH2:57][CH2:58][C@@]45[C@H]3C=C[C@H](O)[C@@H]4OC(C=25)=C(O)C=1)C.C(=O)([O-])[O-:60].[Cs+].[Cs+].C1(C2C3C(=CC=CC=3)C=CC=2P(C2C=CC=CC=2)C2C=CC=CC=2)C2C(=CC=CC=2)C=CC=1P(C1C=CC=CC=1)C1C=CC=CC=1. The catalyst is O1CCOCC1.C([O-])(=O)C.[Pd+2].C([O-])(=O)C. The product is [CH3:35][C:15]1[N:14]=[C:13]([C:10]2[CH:11]=[CH:12][C:7]([N:55]3[CH2:52][CH2:53][O:60][CH2:58][CH2:57]3)=[CH:8][CH:9]=2)[C:22]2[CH2:21][CH2:20][C@H:19]3[C@H:23]([CH3:28])[C:24](=[O:27])[CH2:25][CH2:26][C@:18]3([C:29]3[CH:34]=[CH:33][CH:32]=[CH:31][CH:30]=3)[C:17]=2[N:16]=1. The yield is 0.500. (3) The reactants are IC.[CH:3]1([C@H:6]([NH:8][C:9]2[C:10]3[N:11]([CH:18]=[C:19]([C:21]4[O:22][C:23](=[S:26])[NH:24][N:25]=4)[CH:20]=3)[N:12]=[CH:13][C:14]=2[C:15]([NH2:17])=[O:16])[CH3:7])[CH2:5][CH2:4]1.[CH2:27](N(CC)CC)C. The catalyst is CCO. The product is [CH:3]1([C@H:6]([NH:8][C:9]2[C:10]3[N:11]([CH:18]=[C:19]([C:21]4[O:22][C:23]([S:26][CH3:27])=[N:24][N:25]=4)[CH:20]=3)[N:12]=[CH:13][C:14]=2[C:15]([NH2:17])=[O:16])[CH3:7])[CH2:5][CH2:4]1. The yield is 0.424. (4) The reactants are [CH2:1]([NH:3][CH2:4][C:5]([NH:7][CH2:8][C:9]1[CH:10]=[C:11]([C:15]2[CH:20]=[CH:19][C:18]([C:21]([F:24])([F:23])[F:22])=[CH:17][CH:16]=2)[CH:12]=[CH:13][CH:14]=1)=[O:6])[CH3:2].C(N(CC)CC)C.[F:32][C:33]1[CH:38]=[CH:37][C:36]([S:39](Cl)(=[O:41])=[O:40])=[CH:35][CH:34]=1.C(OCC)(=O)C. The catalyst is C(Cl)Cl. The product is [CH2:1]([N:3]([S:39]([C:36]1[CH:37]=[CH:38][C:33]([F:32])=[CH:34][CH:35]=1)(=[O:41])=[O:40])[CH2:4][C:5]([NH:7][CH2:8][C:9]1[CH:10]=[C:11]([C:15]2[CH:16]=[CH:17][C:18]([C:21]([F:22])([F:23])[F:24])=[CH:19][CH:20]=2)[CH:12]=[CH:13][CH:14]=1)=[O:6])[CH3:2]. The yield is 0.820. (5) The reactants are [CH3:1][O:2][C:3](=[O:16])[C@H:4]([C@@H:13]([CH3:15])[OH:14])[NH:5][C:6]([O:8][C:9]([CH3:12])([CH3:11])[CH3:10])=[O:7].CC1C=CC=C(C)N=1.FC(F)(F)S(O[Si:31]([C:34]([CH3:37])([CH3:36])[CH3:35])([CH3:33])[CH3:32])(=O)=O.Cl. The catalyst is C(Cl)Cl. The product is [C:9]([O:8][C:6]([NH:5][C@@H:4]([C@H:13]([O:14][Si:31]([C:34]([CH3:37])([CH3:36])[CH3:35])([CH3:33])[CH3:32])[CH3:15])[C:3]([O:2][CH3:1])=[O:16])=[O:7])([CH3:12])([CH3:10])[CH3:11]. The yield is 1.00. (6) The reactants are Cl[C:2]1[C:7]([N+:8]([O-:10])=[O:9])=[CH:6][CH:5]=[C:4]([O:11][CH3:12])[N:3]=1.[C:13]([C:17]1[CH:22]=[CH:21][CH:20]=[CH:19][C:18]=1[OH:23])([CH3:16])([CH3:15])[CH3:14].C(=O)([O-])[O-].[Cs+].[Cs+].O. The catalyst is CN(C=O)C. The product is [C:13]([C:17]1[CH:22]=[CH:21][CH:20]=[CH:19][C:18]=1[O:23][C:2]1[C:7]([N+:8]([O-:10])=[O:9])=[CH:6][CH:5]=[C:4]([O:11][CH3:12])[N:3]=1)([CH3:16])([CH3:14])[CH3:15]. The yield is 0.800. (7) The reactants are [C:1]([C:8]1[S:9][C:10]2[CH:16]=[CH:15][C:14]([NH2:17])=[C:13]([CH2:18]Br)[C:11]=2[N:12]=1)([O:3][C:4]([CH3:7])([CH3:6])[CH3:5])=[O:2].[N-:20]=[N+:21]=[N-:22].[Na+]. The catalyst is CN(C=O)C.CCOCC. The product is [C:1]([C:8]1[S:9][C:10]2[CH:16]=[CH:15][C:14]([NH2:17])=[C:13]([CH2:18][N:20]=[N+:21]=[N-:22])[C:11]=2[N:12]=1)([O:3][C:4]([CH3:7])([CH3:6])[CH3:5])=[O:2]. The yield is 0.800.